From a dataset of Catalyst prediction with 721,799 reactions and 888 catalyst types from USPTO. Predict which catalyst facilitates the given reaction. Reactant: Cl.[O:2]1[CH2:6][CH2:5][CH:4]([CH2:7][NH2:8])[CH2:3]1.C(N(CC)CC)C.[F:16][C:17]1[CH:22]=[CH:21][CH:20]=[CH:19][C:18]=1[CH2:23][CH2:24][CH2:25][C:26]1[O:30][N:29]=[C:28]([C:31](O)=[O:32])[CH:27]=1.ON1C2C=CC=CC=2N=N1.Cl.C(N=C=NCCCN(C)C)C.Cl. Product: [O:2]1[CH2:6][CH2:5][CH:4]([CH2:7][NH:8][C:31]([C:28]2[CH:27]=[C:26]([CH2:25][CH2:24][CH2:23][C:18]3[CH:19]=[CH:20][CH:21]=[CH:22][C:17]=3[F:16])[O:30][N:29]=2)=[O:32])[CH2:3]1. The catalyst class is: 22.